Predict the reactants needed to synthesize the given product. From a dataset of Full USPTO retrosynthesis dataset with 1.9M reactions from patents (1976-2016). (1) Given the product [CH2:16]([C:14]1[N:13]=[C:12]([NH:18][C:19]2[S:20][C:21]([C:24]#[N:25])=[CH:22][N:23]=2)[CH:11]=[C:10]([CH2:9][OH:8])[CH:15]=1)[CH3:17], predict the reactants needed to synthesize it. The reactants are: [Si]([O:8][CH2:9][C:10]1[CH:15]=[C:14]([CH2:16][CH3:17])[N:13]=[C:12]([NH:18][C:19]2[S:20][C:21]([C:24]#[N:25])=[CH:22][N:23]=2)[CH:11]=1)(C(C)(C)C)(C)C.N1C=CC=CC=1.F. (2) Given the product [Cl:37][C:34]1[CH:35]=[CH:36][C:31]([N:29]([CH3:30])[C:26]2[CH:27]=[CH:28][C:23]([C:22]([C:20]3[CH:19]=[CH:18][C:17]([N:9]4[CH:10]=[CH:11][CH:12]=[C:8]4[C:4]4[CH:5]=[CH:6][CH:7]=[C:2]([Cl:1])[CH:3]=4)=[C:16]([CH:21]=3)[C:15]([OH:40])=[O:14])=[O:38])=[N:24][CH:25]=2)=[CH:32][CH:33]=1, predict the reactants needed to synthesize it. The reactants are: [Cl:1][C:2]1[CH:3]=[C:4]([C:8]2[NH:9][CH:10]=[CH:11][CH:12]=2)[CH:5]=[CH:6][CH:7]=1.C[O:14][C:15](=[O:40])[C:16]1[CH:21]=[C:20]([C:22](=[O:38])[C:23]2[CH:28]=[CH:27][C:26]([N:29]([C:31]3[CH:36]=[CH:35][C:34]([Cl:37])=[CH:33][CH:32]=3)[CH3:30])=[CH:25][N:24]=2)[CH:19]=[CH:18][C:17]=1F.C1OCCOCCOCCOCCOCCOC1.[F-].[K+]. (3) Given the product [CH3:1][O:2][C:3]1[CH:4]=[C:5]([CH:18]=[CH:19][C:20]=1[O:21][CH3:22])[C:6]([C:8]1[C:9]2[C:10](=[CH:24][CH:23]=[CH:30][CH:29]=2)[CH:11]=[CH:12][CH:13]=1)=[O:7], predict the reactants needed to synthesize it. The reactants are: [CH3:1][O:2][C:3]1[CH:4]=[C:5]([CH:18]=[CH:19][C:20]=1[O:21][CH3:22])[C:6]([C:8]1[CH:13]=[CH:12][C:11](OC)=[C:10](OC)[CH:9]=1)=[O:7].[C:23]1(OC)[C:24](=CC=[CH:29][CH:30]=1)OC.[Cl-].[Al+3].[Cl-].[Cl-].C1(C(Cl)=O)C2C(=CC=CC=2)C=CC=1. (4) The reactants are: [F:1][C:2]1[CH:7]=[CH:6][C:5]([C:8]2[C:13]([N:14]3[CH2:19][CH2:18][CH:17]([C:20]([OH:22])=O)[CH2:16][CH2:15]3)=[CH:12][N:11]=[CH:10][N:9]=2)=[CH:4][CH:3]=1.Cl.[CH3:24][O:25][C@@H:26]1[CH2:30][CH2:29][NH:28][CH2:27]1.CN(C(ON1N=NC2C=CC=NC1=2)=[N+](C)C)C.F[P-](F)(F)(F)(F)F.C(N(CC)CC)C. Given the product [F:1][C:2]1[CH:3]=[CH:4][C:5]([C:8]2[C:13]([N:14]3[CH2:15][CH2:16][CH:17]([C:20]([N:28]4[CH2:29][CH2:30][C@@H:26]([O:25][CH3:24])[CH2:27]4)=[O:22])[CH2:18][CH2:19]3)=[CH:12][N:11]=[CH:10][N:9]=2)=[CH:6][CH:7]=1, predict the reactants needed to synthesize it. (5) Given the product [CH3:20][NH:19][C@@H:12]1[C:13]2[CH:14]=[CH:15][CH:16]=[CH:17][C:18]=2[C@H:9]([C:4]2[CH:5]=[CH:6][C:7]([Cl:8])=[C:2]([Cl:1])[CH:3]=2)[CH2:10][CH2:11]1, predict the reactants needed to synthesize it. The reactants are: [Cl:1][C:2]1[CH:3]=[C:4]([CH:9]2[C:18]3[C:13](=[CH:14][CH:15]=[CH:16][CH:17]=3)[C:12](=[N:19][CH3:20])[CH2:11][CH2:10]2)[CH:5]=[CH:6][C:7]=1[Cl:8].C(O)C.[H][H]. (6) Given the product [NH2:21][C:20]1[C:17]([C:18]#[N:19])=[N:16][C:11]([C:6]2[CH:7]=[CH:8][C:9](=[O:10])[N:4]([CH:1]([CH3:3])[CH3:2])[N:5]=2)=[CH:12][N+:13]=1[O-:14], predict the reactants needed to synthesize it. The reactants are: [CH:1]([N:4]1[C:9](=[O:10])[CH:8]=[CH:7][C:6]([C:11](=O)[CH:12]=[N:13][OH:14])=[N:5]1)([CH3:3])[CH3:2].[NH2:16][CH:17]([C:20]#[N:21])[C:18]#[N:19].C1(C)C=CC(S(O)(=O)=O)=CC=1.C([O-])(O)=O.[Na+]. (7) Given the product [O:22]([C:17]1[CH:18]=[CH:19][CH:20]=[CH:21][C:16]=1[NH:15][S:14]([C:11]1[CH:12]=[CH:13][C:8]([C:7]([NH:6][C@H:4]([CH3:5])[C:3]([OH:32])=[O:2])=[O:31])=[CH:9][CH:10]=1)(=[O:30])=[O:29])[C:23]1[CH:28]=[CH:27][CH:26]=[CH:25][CH:24]=1, predict the reactants needed to synthesize it. The reactants are: C[O:2][C:3](=[O:32])[C@H:4]([NH:6][C:7](=[O:31])[C:8]1[CH:13]=[CH:12][C:11]([S:14](=[O:30])(=[O:29])[NH:15][C:16]2[CH:21]=[CH:20][CH:19]=[CH:18][C:17]=2[O:22][C:23]2[CH:28]=[CH:27][CH:26]=[CH:25][CH:24]=2)=[CH:10][CH:9]=1)[CH3:5].O.CO.